From a dataset of Full USPTO retrosynthesis dataset with 1.9M reactions from patents (1976-2016). Predict the reactants needed to synthesize the given product. (1) Given the product [OH:14][C:13]1[C:12](=[O:18])[N:7]2[CH:6]([CH2:11][CH2:10][CH2:9][CH2:8]2)[C:5]=1[C:4]([O:3][CH2:1][CH3:2])=[O:19], predict the reactants needed to synthesize it. The reactants are: [CH2:1]([O:3][C:4](=[O:19])[CH2:5][CH:6]1[CH2:11][CH2:10][CH2:9][CH2:8][N:7]1[C:12](=[O:18])[C:13](OCC)=[O:14])[CH3:2].[O-]CC.[K+]. (2) Given the product [CH2:1]([C:8]1[C:17]2[C:12](=[CH:13][C:14]([O:18][CH3:19])=[CH:15][CH:16]=2)[C:11]([Cl:23])=[N:10][N:9]=1)[C:2]1[CH:7]=[CH:6][CH:5]=[CH:4][CH:3]=1, predict the reactants needed to synthesize it. The reactants are: [CH2:1]([C:8]1[C:17]2[C:12](=[CH:13][C:14]([O:18][CH3:19])=[CH:15][CH:16]=2)[C:11](=O)[NH:10][N:9]=1)[C:2]1[CH:7]=[CH:6][CH:5]=[CH:4][CH:3]=1.P(Cl)(Cl)([Cl:23])=O. (3) Given the product [C:2]1([CH2:8][N:9]2[CH2:16][CH2:15][CH2:14][C@H:10]2[C:11]([N:23]2[CH2:18][CH2:17][CH2:22][CH2:21]2)=[O:13])[CH:3]=[CH:4][CH:5]=[CH:6][CH:7]=1, predict the reactants needed to synthesize it. The reactants are: Cl.[C:2]1([CH2:8][N:9]2[CH2:16][CH2:15][CH2:14][C@H:10]2[C:11]([OH:13])=O)[CH:7]=[CH:6][CH:5]=[CH:4][CH:3]=1.[CH:17]1[CH:18]=CC2N(O)N=[N:23][C:21]=2[CH:22]=1.CN1CCOCC1.N1CCCC1.CCN=C=NCCCN(C)C.Cl. (4) Given the product [OH:1][C:2]1([C:5]2[CH:14]=[CH:13][C:8]([C:9]([OH:11])=[O:10])=[CH:7][CH:6]=2)[CH2:4][CH2:3]1, predict the reactants needed to synthesize it. The reactants are: [OH:1][C:2]1([C:5]2[CH:14]=[CH:13][C:8]([C:9]([O:11]C)=[O:10])=[CH:7][CH:6]=2)[CH2:4][CH2:3]1.[OH-].[Li+].Cl. (5) The reactants are: [OH:1][C:2]1[CH:9]=[CH:8][C:5]([CH:6]=[O:7])=[CH:4][C:3]=1[O:10][CH3:11].Cl[CH2:13][CH2:14][O:15][CH3:16]. Given the product [CH3:11][O:10][C:3]1[CH:4]=[C:5]([CH:8]=[CH:9][C:2]=1[O:1][CH2:13][CH2:14][O:15][CH3:16])[CH:6]=[O:7], predict the reactants needed to synthesize it. (6) Given the product [ClH:22].[NH2:16][C:10]1[N:9]=[C:8]([O:17][CH2:18][CH2:19][CH2:20][CH3:21])[N:7]=[C:6]2[C:11]=1[NH:12][C:13](=[O:14])[N:5]2[CH2:4][CH2:3][CH2:2][Br:1], predict the reactants needed to synthesize it. The reactants are: [Br:1][CH2:2][CH2:3][CH2:4][N:5]1[C:13]([O:14]C)=[N:12][C:11]2[C:6]1=[N:7][C:8]([O:17][CH2:18][CH2:19][CH2:20][CH3:21])=[N:9][C:10]=2[NH2:16].[ClH:22]. (7) Given the product [CH2:21]([C@H:8]([NH:7][C:6]([C@@H:52]([NH:51][C:49]([C@@H:48]([NH:65][C:66]([CH:68]1[CH2:69][C:70]2[C:75](=[CH:74][CH:73]=[CH:72][CH:71]=2)[CH2:76]1)=[O:67])[CH:45]1[CH2:47][CH2:46]1)=[O:50])[CH2:56][C:57]1[CH:62]=[CH:61][C:60]([O:63][CH3:64])=[CH:59][CH:58]=1)=[O:28])[CH:9]([C:11](=[O:20])[NH:12][CH2:13][C:14]1[CH:15]=[CH:16][CH:17]=[CH:18][CH:19]=1)[OH:10])[C:22]1[CH:23]=[CH:24][CH:25]=[CH:26][CH:27]=1, predict the reactants needed to synthesize it. The reactants are: C(O[C:6](=[O:28])[NH:7][C@@H:8]([CH2:21][C:22]1[CH:27]=[CH:26][CH:25]=[CH:24][CH:23]=1)[CH:9]([C:11](=[O:20])[NH:12][CH2:13][C:14]1[CH:19]=[CH:18][CH:17]=[CH:16][CH:15]=1)[OH:10])(C)(C)C.FC(F)(F)C(O)=O.C(N(CC)C(C)C)(C)C.[CH:45]1([C@H:48]([NH:65][C:66]([CH:68]2[CH2:76][C:75]3[C:70](=[CH:71][CH:72]=[CH:73][CH:74]=3)[CH2:69]2)=[O:67])[C:49]([NH:51][C@@H:52]([CH2:56][C:57]2[CH:62]=[CH:61][C:60]([O:63][CH3:64])=[CH:59][CH:58]=2)C(O)=O)=[O:50])[CH2:47][CH2:46]1.CN(C(ON1N=NC2C=CC=NC1=2)=[N+](C)C)C.F[P-](F)(F)(F)(F)F. (8) Given the product [OH:3][NH:2][C:26]([C:10]1[S:11][C:12]2[CH2:17][CH2:16][N:15]([C:18]([C:20]3[N:21]([CH3:25])[CH:22]=[CH:23][CH:24]=3)=[O:19])[CH2:14][C:13]=2[C:9]=1[CH3:8])=[O:28], predict the reactants needed to synthesize it. The reactants are: Cl.[NH2:2][OH:3].[OH-].[K+].NO.[CH3:8][C:9]1[C:13]2[CH2:14][N:15]([C:18]([C:20]3[N:21]([CH3:25])[CH:22]=[CH:23][CH:24]=3)=[O:19])[CH2:16][CH2:17][C:12]=2[S:11][C:10]=1[C:26]([O:28]CC)=O.C(O)=O. (9) Given the product [P:21]([O:30][CH3:31])([O:19][CH2:18][N:11]1[C:12]2[C:17](=[CH:16][CH:15]=[CH:14][CH:13]=2)/[C:9](=[CH:8]/[C:3]2[NH:4][C:5]([CH3:7])=[CH:6][C:2]=2[CH3:1])/[C:10]1=[O:20])([O:22][CH2:23][C:24]1[CH:29]=[CH:28][CH:27]=[CH:26][CH:25]=1)=[O:32], predict the reactants needed to synthesize it. The reactants are: [CH3:1][C:2]1[CH:6]=[C:5]([CH3:7])[NH:4][C:3]=1/[CH:8]=[C:9]1\[C:10](=[O:20])[N:11]([CH2:18][OH:19])[C:12]2[C:17]\1=[CH:16][CH:15]=[CH:14][CH:13]=2.[P:21](Cl)(=[O:32])([O:30][CH3:31])[O:22][CH2:23][C:24]1[CH:29]=[CH:28][CH:27]=[CH:26][CH:25]=1. (10) Given the product [CH3:28][N:29]1[CH2:34][CH2:33][N:32]([CH2:35][CH2:36][NH:37][C:4]([C:6]2[C:15](=[O:16])[C:14]3[C:9](=[N:10][C:11]([C:17]4[CH:18]=[CH:19][C:20]([NH2:23])=[CH:21][CH:22]=4)=[CH:12][CH:13]=3)[N:8]([CH2:24][CH3:25])[C:7]=2[NH:37][CH2:36][CH2:35][N:32]2[CH2:33][CH2:34][N:29]([CH3:28])[CH2:30][CH2:31]2)=[O:5])[CH2:31][CH2:30]1, predict the reactants needed to synthesize it. The reactants are: C(O[C:4]([C:6]1[C:15](=[O:16])[C:14]2[C:9](=[N:10][C:11]([C:17]3[CH:22]=[CH:21][C:20]([NH2:23])=[CH:19][CH:18]=3)=[CH:12][CH:13]=2)[N:8]([CH2:24][CH3:25])[C:7]=1SC)=[O:5])C.[CH3:28][N:29]1[CH2:34][CH2:33][N:32]([CH2:35][CH2:36][NH2:37])[CH2:31][CH2:30]1.